Dataset: Forward reaction prediction with 1.9M reactions from USPTO patents (1976-2016). Task: Predict the product of the given reaction. (1) Given the reactants [Br:1][C:2]1[S:6][C:5]([CH3:7])=[N:4][C:3]=1[C:8]1[CH:13]=[CH:12][C:11]([OH:14])=[CH:10][CH:9]=1.C([O-])([O-])=O.[K+].[K+].I[CH:22]([CH3:24])[CH3:23], predict the reaction product. The product is: [Br:1][C:2]1[S:6][C:5]([CH3:7])=[N:4][C:3]=1[C:8]1[CH:13]=[CH:12][C:11]([O:14][CH:22]([CH3:24])[CH3:23])=[CH:10][CH:9]=1. (2) Given the reactants [CH2:1]([O:3][C:4](=[O:21])[CH2:5][CH:6]([NH:10][C:11]1[CH:16]=[C:15]([CH3:17])[CH:14]=[CH:13][C:12]=1[N+:18]([O-])=O)[CH2:7][CH2:8][CH3:9])[CH3:2], predict the reaction product. The product is: [CH2:1]([O:3][C:4](=[O:21])[CH2:5][CH:6]([NH:10][C:11]1[CH:16]=[C:15]([CH3:17])[CH:14]=[CH:13][C:12]=1[NH2:18])[CH2:7][CH2:8][CH3:9])[CH3:2]. (3) Given the reactants [CH2:1]([NH:3][C:4]([C:6]1[CH:11]=[CH:10][C:9](B(O)O)=[CH:8][CH:7]=1)=[O:5])[CH3:2].Br[C:16]1[CH:21]=[CH:20][C:19]([O:22][CH2:23][CH:24]2[CH2:29][CH2:28][N:27]([C:30]([O:32][CH:33]([CH3:35])[CH3:34])=[O:31])[CH2:26][CH2:25]2)=[CH:18][CH:17]=1.C([O-])([O-])=O.[Na+].[Na+], predict the reaction product. The product is: [CH2:1]([NH:3][C:4]([C:6]1[CH:11]=[CH:10][C:9]([C:16]2[CH:17]=[CH:18][C:19]([O:22][CH2:23][CH:24]3[CH2:25][CH2:26][N:27]([C:30]([O:32][CH:33]([CH3:35])[CH3:34])=[O:31])[CH2:28][CH2:29]3)=[CH:20][CH:21]=2)=[CH:8][CH:7]=1)=[O:5])[CH3:2].